This data is from Full USPTO retrosynthesis dataset with 1.9M reactions from patents (1976-2016). The task is: Predict the reactants needed to synthesize the given product. (1) Given the product [NH2:28][CH2:27][CH2:26][C:23]1[CH:24]=[CH:25][C:20]([S:17]([C:15]2[CH:14]=[CH:13][C:3]([O:4][CH2:5][C:6]([O:8][CH2:9][CH3:10])=[O:7])=[C:2]([Cl:1])[CH:16]=2)(=[O:19])=[O:18])=[CH:21][CH:22]=1, predict the reactants needed to synthesize it. The reactants are: [Cl:1][C:2]1[CH:16]=[C:15]([S:17]([C:20]2[CH:25]=[CH:24][C:23]([CH2:26][CH2:27][NH:28]C(=O)C(F)(F)F)=[CH:22][CH:21]=2)(=[O:19])=[O:18])[CH:14]=[CH:13][C:3]=1[O:4][CH2:5][C:6]([O:8][C:9](C)(C)[CH3:10])=[O:7].[OH-].[Na+]. (2) Given the product [S:8]1[C:12]2[CH:13]=[CH:14][CH:15]=[CH:16][C:11]=2[N:10]=[C:9]1[C:17]([N:19]1[CH2:24][C:23]2([CH2:29][CH2:28][NH:27][CH2:26][CH2:25]2)[O:22][CH2:21][CH2:20]1)=[O:18], predict the reactants needed to synthesize it. The reactants are: FC(F)(F)C(O)=O.[S:8]1[C:12]2[CH:13]=[CH:14][CH:15]=[CH:16][C:11]=2[N:10]=[C:9]1[C:17]([N:19]1[CH2:24][C:23]2([CH2:29][CH2:28][N:27](C(OC(C)(C)C)=O)[CH2:26][CH2:25]2)[O:22][CH2:21][CH2:20]1)=[O:18].